Dataset: Catalyst prediction with 721,799 reactions and 888 catalyst types from USPTO. Task: Predict which catalyst facilitates the given reaction. (1) Reactant: [OH:1][CH2:2][C:3]([CH3:40])([CH3:39])[O:4][C:5]1[CH:10]=[CH:9][C:8]([N:11]2[C:16](=[O:17])[C:15]([CH2:18][C:19]3[CH:24]=[CH:23][C:22]([C:25]4[C:26]([C:31]#[N:32])=[CH:27][CH:28]=[CH:29][CH:30]=4)=[CH:21][CH:20]=3)=[C:14]([CH2:33][CH2:34][CH3:35])[N:13]3[N:36]=[CH:37][N:38]=[C:12]23)=[CH:7][CH:6]=1.CC(OI1(OC(C)=O)(OC(C)=O)OC(=O)C2C1=CC=CC=2)=O.C(OCC)(=O)C.S([O-])([O-])(=O)=S.[Na+].[Na+]. Product: [CH3:40][C:3]([CH3:39])([O:4][C:5]1[CH:10]=[CH:9][C:8]([N:11]2[C:16](=[O:17])[C:15]([CH2:18][C:19]3[CH:24]=[CH:23][C:22]([C:25]4[C:26]([C:31]#[N:32])=[CH:27][CH:28]=[CH:29][CH:30]=4)=[CH:21][CH:20]=3)=[C:14]([CH2:33][CH2:34][CH3:35])[N:13]3[N:36]=[CH:37][N:38]=[C:12]23)=[CH:7][CH:6]=1)[CH:2]=[O:1]. The catalyst class is: 34. (2) Reactant: CC(C)([O-])C.[K+].[Si:7]([O:24][CH2:25][C:26]1[C:27](=[O:32])[NH:28][CH:29]=[CH:30][CH:31]=1)([C:20]([CH3:23])([CH3:22])[CH3:21])([C:14]1[CH:19]=[CH:18][CH:17]=[CH:16][CH:15]=1)[C:8]1[CH:13]=[CH:12][CH:11]=[CH:10][CH:9]=1.[Cl:33][C:34]1[CH:39]=[C:38]([N+:40]([O-:42])=[O:41])[CH:37]=[CH:36][C:35]=1F.O. Product: [Si:7]([O:24][CH2:25][C:26]1[C:27](=[O:32])[N:28]([C:35]2[CH:36]=[CH:37][C:38]([N+:40]([O-:42])=[O:41])=[CH:39][C:34]=2[Cl:33])[CH:29]=[CH:30][CH:31]=1)([C:20]([CH3:23])([CH3:21])[CH3:22])([C:14]1[CH:19]=[CH:18][CH:17]=[CH:16][CH:15]=1)[C:8]1[CH:9]=[CH:10][CH:11]=[CH:12][CH:13]=1. The catalyst class is: 3. (3) Reactant: [CH3:1][O:2][C:3]1[CH:8]=[CH:7][C:6]([C:9](=[O:17])[CH2:10][C:11]2[CH:16]=[CH:15][CH:14]=[CH:13][CH:12]=2)=[CH:5][CH:4]=1.Br[CH2:19][C:20]([O:22][CH2:23][CH3:24])=[O:21]. Product: [CH2:23]([O:22][C:20](=[O:21])[CH2:19][CH:10]([C:11]1[CH:16]=[CH:15][CH:14]=[CH:13][CH:12]=1)[C:9]([C:6]1[CH:5]=[CH:4][C:3]([O:2][CH3:1])=[CH:8][CH:7]=1)=[O:17])[CH3:24]. The catalyst class is: 11. (4) Reactant: [CH3:1][C:2]1([CH3:16])[O:6][C:5]2[C:7]([O:14][CH3:15])=[CH:8][CH:9]=[C:10]([CH2:11][C:12]#[N:13])[C:4]=2[O:3]1.[C:17]([O:21][CH3:22])(=[O:20])[CH:18]=[CH2:19].[OH2:23].Cl. Product: [C:12]([C:11]([C:10]1[C:4]2[O:3][C:2]([CH3:16])([CH3:1])[O:6][C:5]=2[C:7]([O:14][CH3:15])=[CH:8][CH:9]=1)([CH2:7][CH2:5][C:4]([O:3][CH3:2])=[O:23])[CH2:19][CH2:18][C:17]([O:21][CH3:22])=[O:20])#[N:13]. The catalyst class is: 10. (5) The catalyst class is: 27. Reactant: [OH:1][C:2]([CH:4]([C:6]1[CH:15]=[CH:14][C:9]([CH2:10][CH:11]([CH3:13])[CH3:12])=[CH:8][CH:7]=1)[CH3:5])=[O:3].[N+](=[CH2:18])=[N-]. Product: [CH2:10]([C:9]1[CH:8]=[CH:7][C:6]([C@@H:4]([CH3:5])[C:2]([O:1][CH3:18])=[O:3])=[CH:15][CH:14]=1)[CH:11]([CH3:12])[CH3:13]. (6) Reactant: C[O:2][C:3]([C:5]1[N:6]=[C:7]2[CH:12]=[CH:11][C:10]([Cl:13])=[N:9][N:8]2[C:14]=1[CH3:15])=O.[NH3:16]. Product: [Cl:13][C:10]1[CH:11]=[CH:12][C:7]2[N:8]([C:14]([CH3:15])=[C:5]([C:3]([NH2:16])=[O:2])[N:6]=2)[N:9]=1. The catalyst class is: 47. (7) Reactant: Br[CH2:2][C:3]1[N:8]([C:9]2[CH:14]=[CH:13][CH:12]=[C:11]([C:15]([F:18])([F:17])[F:16])[CH:10]=2)[C:7](=[O:19])[NH:6][CH:5]([C:20]2[CH:25]=[CH:24][C:23]([C:26]#[N:27])=[CH:22][C:21]=2[S:28]([CH3:31])(=[O:30])=[O:29])[C:4]=1[C:32](OCC)=[O:33].[NH2:37][CH2:38][CH2:39][OH:40]. The catalyst class is: 10. Product: [OH:40][CH2:39][CH2:38][N:37]1[C:32](=[O:33])[C:4]2[CH:5]([C:20]3[CH:25]=[CH:24][C:23]([C:26]#[N:27])=[CH:22][C:21]=3[S:28]([CH3:31])(=[O:30])=[O:29])[NH:6][C:7](=[O:19])[N:8]([C:9]3[CH:14]=[CH:13][CH:12]=[C:11]([C:15]([F:18])([F:16])[F:17])[CH:10]=3)[C:3]=2[CH2:2]1. (8) Reactant: [Br:1][C:2]1[C:3]([O:12][C:13]2[CH:18]=[CH:17][CH:16]=[C:15]([CH3:19])[C:14]=2[CH3:20])=[C:4]([CH:8]=[C:9]([CH3:11])[CH:10]=1)[C:5]([OH:7])=O.S(=O)(=O)(O)O. Product: [Br:1][C:2]1[C:3]2[O:12][C:13]3[C:18](=[CH:17][CH:16]=[C:15]([CH3:19])[C:14]=3[CH3:20])[C:5](=[O:7])[C:4]=2[CH:8]=[C:9]([CH3:11])[CH:10]=1. The catalyst class is: 513. (9) Reactant: [OH:1][CH2:2][C@H:3]1[CH2:8][CH2:7][C@H:6]([NH:9][C:10](=[O:16])[O:11][C:12]([CH3:15])([CH3:14])[CH3:13])[CH2:5][CH2:4]1.CC(OI1(OC(C)=O)(OC(C)=O)OC(=O)C2C=CC=CC1=2)=O. Product: [CH:2]([C@H:3]1[CH2:4][CH2:5][C@H:6]([NH:9][C:10](=[O:16])[O:11][C:12]([CH3:14])([CH3:13])[CH3:15])[CH2:7][CH2:8]1)=[O:1]. The catalyst class is: 2.